From a dataset of Forward reaction prediction with 1.9M reactions from USPTO patents (1976-2016). Predict the product of the given reaction. (1) The product is: [Cl:1][C:2]1[C:7]([NH:8][C:13]2[C:14](=[O:19])[C:15](=[O:16])[C:12]=2[O:11][CH2:9][CH3:10])=[CH:6][CH:5]=[CH:4][N:3]=1. Given the reactants [Cl:1][C:2]1[C:7]([NH2:8])=[CH:6][CH:5]=[CH:4][N:3]=1.[CH2:9]([O:11][C:12]1[C:13](=O)[C:14](=[O:19])[C:15]=1[O:16]CC)[CH3:10], predict the reaction product. (2) Given the reactants [CH2:1]([O:8][C:9]([NH:11][C@H:12]([C:35]([O:37][CH3:38])=[O:36])[CH:13]([C:25]1[C:34]2[C:29](=[CH:30][CH:31]=[CH:32][CH:33]=2)[CH:28]=[CH:27][CH:26]=1)[S:14][CH2:15][CH2:16][NH:17]C(OC(C)(C)C)=O)=[O:10])[C:2]1[CH:7]=[CH:6][CH:5]=[CH:4][CH:3]=1.[ClH:39], predict the reaction product. The product is: [ClH:39].[NH2:17][CH2:16][CH2:15][S:14][CH:13]([C:25]1[C:34]2[C:29](=[CH:30][CH:31]=[CH:32][CH:33]=2)[CH:28]=[CH:27][CH:26]=1)[C@@H:12]([C:35]([O:37][CH3:38])=[O:36])[NH:11][C:9]([O:8][CH2:1][C:2]1[CH:7]=[CH:6][CH:5]=[CH:4][CH:3]=1)=[O:10]. (3) Given the reactants [C:1]([O:5][C:6]([N:8]1[CH2:12][CH2:11][C:10]([C:16]([F:20])([F:19])[CH:17]=[CH2:18])(C(O)=O)[CH2:9]1)=[O:7])([CH3:4])([CH3:3])[CH3:2].C1(P(N=[N+]=[N-])(C2C=CC=CC=2)=O)C=CC=CC=1.[CH2:38]([OH:45])[C:39]1[CH:44]=[CH:43][CH:42]=[CH:41][CH:40]=1.S(=O)(=O)(O)[O-:47].[K+].C([N:54]([CH2:57]C)CC)C, predict the reaction product. The product is: [C:1]([O:5][C:6]([N:8]1[CH2:12][CH2:11][C:10]([NH:54][C:57]([O:45][CH2:38][C:39]2[CH:44]=[CH:43][CH:42]=[CH:41][CH:40]=2)=[O:47])([C:16]([F:19])([F:20])[CH:17]=[CH2:18])[CH2:9]1)=[O:7])([CH3:2])([CH3:3])[CH3:4]. (4) Given the reactants [C:1]([C:5]1[CH:10]=[CH:9][C:8]([N:11]2[CH2:15][CH2:14][N:13]([C:16]3[CH:23]=[CH:22][C:19]([CH:20]=O)=[CH:18][CH:17]=3)[C:12]2=[O:24])=[CH:7][CH:6]=1)([CH3:4])([CH3:3])[CH3:2].C(O)(=O)C.[NH:29]1[CH2:32][CH:31]([C:33]([OH:35])=[O:34])[CH2:30]1.C([BH3-])#N.[Na+], predict the reaction product. The product is: [C:1]([C:5]1[CH:6]=[CH:7][C:8]([N:11]2[CH2:15][CH2:14][N:13]([C:16]3[CH:17]=[CH:18][C:19]([CH2:20][N:29]4[CH2:32][CH:31]([C:33]([OH:35])=[O:34])[CH2:30]4)=[CH:22][CH:23]=3)[C:12]2=[O:24])=[CH:9][CH:10]=1)([CH3:4])([CH3:2])[CH3:3]. (5) Given the reactants [Cl:1][C:2]1[CH:7]=[CH:6][CH:5]=[CH:4][C:3]=1[C:8]1[C:9]([CH:22](O)[CH3:23])=[N:10][C:11]2[C:16]([N:17]=1)=[C:15]([C:18]([F:21])([F:20])[F:19])[CH:14]=[CH:13][CH:12]=2.O1CCCC1.C1(P(C2C=CC=CC=2)C2C=CC=CC=2)C=CC=CC=1.[C:49]1(=[O:59])[NH:53][C:52](=[O:54])[C:51]2=[CH:55][CH:56]=[CH:57][CH:58]=[C:50]12.N(C(OC(C)C)=O)=NC(OC(C)C)=O, predict the reaction product. The product is: [Cl:1][C:2]1[CH:7]=[CH:6][CH:5]=[CH:4][C:3]=1[C:8]1[C:9]([CH:22]([N:53]2[C:49](=[O:59])[C:50]3[C:51](=[CH:55][CH:56]=[CH:57][CH:58]=3)[C:52]2=[O:54])[CH3:23])=[N:10][C:11]2[C:16]([N:17]=1)=[C:15]([C:18]([F:20])([F:21])[F:19])[CH:14]=[CH:13][CH:12]=2. (6) Given the reactants [NH2:1][C:2]1[CH:21]=[CH:20][C:5]2[C:6]([N:9]3[C:17](=[O:18])[C:16]4[C:11](=[CH:12][CH:13]=[CH:14][CH:15]=4)[C:10]3=[O:19])=[N:7][O:8][C:4]=2[CH:3]=1.[S:22]([Cl:26])(=O)(=[O:24])[OH:23], predict the reaction product. The product is: [NH2:1][C:2]1[C:21]([S:22]([Cl:26])(=[O:24])=[O:23])=[CH:20][C:5]2[C:6]([N:9]3[C:17](=[O:18])[C:16]4[C:11](=[CH:12][CH:13]=[CH:14][CH:15]=4)[C:10]3=[O:19])=[N:7][O:8][C:4]=2[CH:3]=1. (7) The product is: [Cl:43][CH2:2][C:3]1[CH:31]=[CH:30][C:6]([O:7][CH2:8][C:9]2[N:10]=[C:11]([C:15]3[CH:16]=[CH:17][C:18]([O:25][S:26]([CH3:29])(=[O:28])=[O:27])=[C:19]([CH:24]=3)[C:20]([O:22][CH3:23])=[O:21])[O:12][C:13]=2[CH3:14])=[C:5]([O:32][CH3:33])[CH:4]=1. Given the reactants O[CH2:2][C:3]1[CH:31]=[CH:30][C:6]([O:7][CH2:8][C:9]2[N:10]=[C:11]([C:15]3[CH:16]=[CH:17][C:18]([O:25][S:26]([CH3:29])(=[O:28])=[O:27])=[C:19]([CH:24]=3)[C:20]([O:22][CH3:23])=[O:21])[O:12][C:13]=2[CH3:14])=[C:5]([O:32][CH3:33])[CH:4]=1.C1(C)C=CC=CC=1.S(Cl)([Cl:43])=O, predict the reaction product. (8) The product is: [BrH:11].[N+:20]([C:17]1[CH:16]=[CH:15][C:14]([CH2:13][C@@H:8]([C:9]2[N:31]=[C:24]([C:25]3[CH:30]=[CH:29][CH:28]=[CH:27][CH:26]=3)[S:32][CH:10]=2)[NH2:7])=[CH:19][CH:18]=1)([O-:22])=[O:21]. Given the reactants C(OC(=O)[NH:7][CH:8]([CH2:13][C:14]1[CH:19]=[CH:18][C:17]([N+:20]([O-:22])=[O:21])=[CH:16][CH:15]=1)[C:9](=O)[CH2:10][Br:11])(C)(C)C.[C:24](=[S:32])([NH2:31])[C:25]1[CH:30]=[CH:29][CH:28]=[CH:27][CH:26]=1.C(OCC)C, predict the reaction product. (9) Given the reactants [CH3:1][O:2][C:3]1[CH:4]=[C:5]([C:11]2[C@@H:20]3[C@@H:15]([CH2:16][CH2:17][CH2:18][CH2:19]3)[C:14](=[O:21])[N:13]([CH:22]3[CH2:27][CH2:26][N:25]([C:28](=[O:39])[CH2:29][CH2:30][NH:31]C(=O)OC(C)(C)C)[CH2:24][CH2:23]3)[N:12]=2)[CH:6]=[CH:7][C:8]=1[O:9][CH3:10].[ClH:40], predict the reaction product. The product is: [ClH:40].[NH2:31][CH2:30][CH2:29][C:28]([N:25]1[CH2:26][CH2:27][CH:22]([N:13]2[N:12]=[C:11]([C:5]3[CH:6]=[CH:7][C:8]([O:9][CH3:10])=[C:3]([O:2][CH3:1])[CH:4]=3)[C@@H:20]3[C@@H:15]([CH2:16][CH2:17][CH2:18][CH2:19]3)[C:14]2=[O:21])[CH2:23][CH2:24]1)=[O:39]. (10) Given the reactants [CH3:1][C:2]1[CH:3]=[CH:4][C:5]([C:21]([NH:23][C:24]2[CH:25]=[C:26]([C:36]([F:39])([F:38])[F:37])[CH:27]=[C:28]([N:30]3[CH:34]=[N:33][C:32]([CH3:35])=[CH:31]3)[CH:29]=2)=[O:22])=[CH:6][C:7]=1[NH:8][C:9]1[N:10]=[CH:11][CH:12]=[C:13]([C:15]2[CH:16]=[CH:17][CH:18]=[N:19][CH:20]=2)[N:14]=1.CC(OC)(C)C.[C:46]([OH:53])(=[O:52])/[CH:47]=[CH:48]\[C:49]([OH:51])=[O:50], predict the reaction product. The product is: [CH3:1][C:2]1[CH:3]=[CH:4][C:5]([C:21]([NH:23][C:24]2[CH:25]=[C:26]([C:36]([F:38])([F:39])[F:37])[CH:27]=[C:28]([N:30]3[CH:34]=[N:33][C:32]([CH3:35])=[CH:31]3)[CH:29]=2)=[O:22])=[CH:6][C:7]=1[NH:8][C:9]1[N:10]=[CH:11][CH:12]=[C:13]([C:15]2[CH:16]=[CH:17][CH:18]=[N:19][CH:20]=2)[N:14]=1.[C:46]([O-:53])(=[O:52])/[CH:47]=[CH:48]\[C:49]([O-:51])=[O:50].